The task is: Predict the product of the given reaction.. This data is from Forward reaction prediction with 1.9M reactions from USPTO patents (1976-2016). (1) Given the reactants [F:1][C:2]([F:15])([F:14])[S:3]([O:6]S(C(F)(F)F)(=O)=O)(=[O:5])=[O:4].[Cl:16][C:17]1[CH:22]=[C:21]([C:23]([NH:25][CH2:26][C:27]2[CH:32]=[CH:31][CH:30]=[C:29]([O:33][Si:34]([C:37]([CH3:40])([CH3:39])[CH3:38])([CH3:36])[CH3:35])[CH:28]=2)=[O:24])[CH:20]=[C:19]([Cl:41])[C:18]=1O.C(N(CC)CC)C, predict the reaction product. The product is: [F:1][C:2]([F:15])([F:14])[S:3]([O:6][C:18]1[C:17]([Cl:16])=[CH:22][C:21]([C:23]([NH:25][CH2:26][C:27]2[CH:32]=[CH:31][CH:30]=[C:29]([O:33][Si:34]([C:37]([CH3:39])([CH3:38])[CH3:40])([CH3:35])[CH3:36])[CH:28]=2)=[O:24])=[CH:20][C:19]=1[Cl:41])(=[O:5])=[O:4]. (2) Given the reactants C([Li])CCC.Br[C:7]1[CH:8]=[CH:9][C:10]([O:13][CH:14]2[CH2:19][CH2:18][CH2:17][CH2:16][CH2:15]2)=[N:11][CH:12]=1.[B:20](OC(C)C)([O:25]C(C)C)[O:21]C(C)C.[OH-].[Na+], predict the reaction product. The product is: [CH:14]1([O:13][C:10]2[N:11]=[CH:12][C:7]([B:20]([OH:25])[OH:21])=[CH:8][CH:9]=2)[CH2:19][CH2:18][CH2:17][CH2:16][CH2:15]1. (3) Given the reactants Cl[C:2]1[CH:7]=[N:6][CH:5]=[C:4]([N:8]2[CH2:12][CH2:11][CH2:10][C@H:9]2[C:13]2[CH:18]=[CH:17][C:16]([CH3:19])=[CH:15][CH:14]=2)[N:3]=1.[NH2:20][C:21]1[S:22][C:23]([C:26]#[N:27])=[CH:24][N:25]=1.CC(C1C=C(C(C)C)C(C2C=CC=CC=2P(C2CCCCC2)C2CCCCC2)=C(C(C)C)C=1)C.P([O-])([O-])([O-])=O.[K+].[K+].[K+], predict the reaction product. The product is: [CH3:19][C:16]1[CH:17]=[CH:18][C:13]([C@@H:9]2[CH2:10][CH2:11][CH2:12][N:8]2[C:4]2[N:3]=[C:2]([NH:20][C:21]3[S:22][C:23]([C:26]#[N:27])=[CH:24][N:25]=3)[CH:7]=[N:6][CH:5]=2)=[CH:14][CH:15]=1. (4) Given the reactants [Cl:1][C:2]1[CH:3]=[N:4][CH:5]=[C:6]([F:9])[C:7]=1I.[CH3:10][N:11]1[CH2:16][CH2:15][NH:14][CH2:13][CH2:12]1.CCN(C(C)C)C(C)C, predict the reaction product. The product is: [Cl:1][C:2]1[CH:3]=[N:4][CH:5]=[C:6]([F:9])[C:7]=1[N:14]1[CH2:15][CH2:16][N:11]([CH3:10])[CH2:12][CH2:13]1. (5) Given the reactants [Cl:1][C:2]1[CH:7]=[CH:6][C:5]([CH2:8][C:9]2[C:18]3[C:13](=[CH:14][CH:15]=[CH:16][CH:17]=3)[C:12](=[O:19])[N:11]([CH2:20][C@H:21]3[CH2:25][CH2:24][CH2:23][N:22]3[CH2:26][CH2:27][CH2:28][CH2:29][C:30]3[CH:35]=[CH:34][C:33]([O:36]C)=[CH:32][CH:31]=3)[N:10]=2)=[CH:4][CH:3]=1.B(Br)(Br)Br, predict the reaction product. The product is: [Cl:1][C:2]1[CH:7]=[CH:6][C:5]([CH2:8][C:9]2[C:18]3[C:13](=[CH:14][CH:15]=[CH:16][CH:17]=3)[C:12](=[O:19])[N:11]([CH2:20][C@H:21]3[CH2:25][CH2:24][CH2:23][N:22]3[CH2:26][CH2:27][CH2:28][CH2:29][C:30]3[CH:31]=[CH:32][C:33]([OH:36])=[CH:34][CH:35]=3)[N:10]=2)=[CH:4][CH:3]=1. (6) Given the reactants C[O:2][C:3]1[CH:28]=[CH:27][C:6]2[N:7]([C:10]3[CH:19]=[CH:18][C:17]4[C:12](=[C:13]([N:20]5[CH2:25][CH2:24][CH:23]([NH2:26])[CH2:22][CH2:21]5)[CH:14]=[CH:15][CH:16]=4)[N:11]=3)[CH:8]=[N:9][C:5]=2[CH:4]=1.B(Br)(Br)Br.C(=O)([O-])[O-].[Na+].[Na+], predict the reaction product. The product is: [NH2:26][CH:23]1[CH2:24][CH2:25][N:20]([C:13]2[CH:14]=[CH:15][CH:16]=[C:17]3[C:12]=2[N:11]=[C:10]([N:7]2[C:6]4[CH:27]=[CH:28][C:3]([OH:2])=[CH:4][C:5]=4[N:9]=[CH:8]2)[CH:19]=[CH:18]3)[CH2:21][CH2:22]1. (7) Given the reactants [F:1][C:2]1[CH:7]=[CH:6][C:5]([S:8][CH:9]2[CH2:14][CH2:13][CH:12]([C:15]([O:17][CH2:18][CH3:19])=[O:16])[CH2:11][C:10]2=O)=[CH:4][CH:3]=1.[Al+3].[Cl-].[Cl-].[Cl-].Cl, predict the reaction product. The product is: [F:1][C:2]1[CH:7]=[CH:6][C:5]2[S:8][C:9]3[CH2:14][CH2:13][CH:12]([C:15]([O:17][CH2:18][CH3:19])=[O:16])[CH2:11][C:10]=3[C:4]=2[CH:3]=1. (8) Given the reactants [CH:1]1([NH:6][C:7]2[CH:14]=[C:13]([N:15]3[C:23]4[CH2:22][C:21]([CH3:25])([CH3:24])[CH2:20][C:19](=[O:26])[C:18]=4[C:17]([CH2:27][CH3:28])=[N:16]3)[CH:12]=[C:11]([F:29])[C:8]=2[C:9]#[N:10])[CH2:5][CH2:4][CH2:3][CH2:2]1.CS(C)=[O:32].[OH-].[K+].OO, predict the reaction product. The product is: [CH:1]1([NH:6][C:7]2[CH:14]=[C:13]([N:15]3[C:23]4[CH2:22][C:21]([CH3:25])([CH3:24])[CH2:20][C:19](=[O:26])[C:18]=4[C:17]([CH2:27][CH3:28])=[N:16]3)[CH:12]=[C:11]([F:29])[C:8]=2[C:9]([NH2:10])=[O:32])[CH2:5][CH2:4][CH2:3][CH2:2]1.